Dataset: Full USPTO retrosynthesis dataset with 1.9M reactions from patents (1976-2016). Task: Predict the reactants needed to synthesize the given product. (1) Given the product [C:1]([O:5][C:6](=[O:7])[N:8]([C@@H:9]([CH3:10])[C:11]([NH:13][C@@H:14]([CH:32]1[CH2:37][CH2:36][CH2:35][CH2:34][CH2:33]1)[C:15]([N:17]1[C@H:22]([C:23](=[O:25])[NH:13][C@H:14]2[C:32]3[C:46](=[CH:45][CH:35]=[CH:34][CH:33]=3)[CH2:47][C@@H:48]2[OH:44])[CH2:21][N:20]2[CH2:27][C:28]([F:31])([F:30])[CH2:29][C@@H:19]2[CH2:18]1)=[O:16])=[O:12])[CH3:38])([CH3:3])([CH3:4])[CH3:2], predict the reactants needed to synthesize it. The reactants are: [C:1]([O:5][C:6]([N:8]([CH3:38])[C@H:9]([C:11]([NH:13][C@@H:14]([CH:32]1[CH2:37][CH2:36][CH2:35][CH2:34][CH2:33]1)[C:15]([N:17]1[C@H:22]([C:23]([O:25]C)=O)[CH2:21][N:20]2[CH2:27][C:28]([F:31])([F:30])[CH2:29][C@@H:19]2[CH2:18]1)=[O:16])=[O:12])[CH3:10])=[O:7])([CH3:4])([CH3:3])[CH3:2].O.O.[OH-].[Li+].Cl.[O:44]1[CH2:48][CH2:47][CH2:46][CH2:45]1. (2) Given the product [C:1]([C@H:5]1[CH2:6][CH2:7][C@H:8]([O:11][C:12]2[CH:21]=[C:20]([CH3:22])[C:19]3[C:14](=[CH:15][CH:16]=[CH:17][CH:18]=3)[C:13]=2[CH2:23][N:29]2[CH2:30][CH2:31][C:26]([CH3:25])([C:32]([O:34][CH2:35][CH3:36])=[O:33])[CH2:27][CH2:28]2)[CH2:9][CH2:10]1)([CH3:4])([CH3:2])[CH3:3], predict the reactants needed to synthesize it. The reactants are: [C:1]([C@@H:5]1[CH2:10][CH2:9][C@H:8]([O:11][C:12]2[CH:21]=[C:20]([CH3:22])[C:19]3[C:14](=[CH:15][CH:16]=[CH:17][CH:18]=3)[C:13]=2[CH:23]=O)[CH2:7][CH2:6]1)([CH3:4])([CH3:3])[CH3:2].[CH3:25][C:26]1([C:32]([O:34][CH2:35][CH3:36])=[O:33])[CH2:31][CH2:30][NH:29][CH2:28][CH2:27]1.[BH-](OC(C)=O)(OC(C)=O)OC(C)=O.[Na+].CC(O)=O. (3) Given the product [CH3:1][N:2]1[C:10]2[C:5](=[CH:6][C:7]([NH2:11])=[CH:8][CH:9]=2)[CH2:4][CH2:3]1, predict the reactants needed to synthesize it. The reactants are: [CH3:1][N:2]1[C:10]2[C:5](=[CH:6][C:7]([N+:11]([O-])=O)=[CH:8][CH:9]=2)[CH2:4][CH2:3]1. (4) Given the product [NH:7]1[C:8]2[C:13](=[CH:12][CH:11]=[CH:10][CH:9]=2)[C:5]([C:3](=[O:4])[CH:2]([C:14]2[CH:19]=[CH:18][CH:17]=[CH:16][CH:15]=2)[NH:26][CH2:25][C:21]2[S:20][CH:24]=[CH:23][CH:22]=2)=[CH:6]1, predict the reactants needed to synthesize it. The reactants are: Cl[CH:2]([C:14]1[CH:19]=[CH:18][CH:17]=[CH:16][CH:15]=1)[C:3]([C:5]1[C:13]2[C:8](=[CH:9][CH:10]=[CH:11][CH:12]=2)[NH:7][CH:6]=1)=[O:4].[S:20]1[CH:24]=[CH:23][CH:22]=[C:21]1[CH2:25][NH2:26].CCN(C(C)C)C(C)C. (5) Given the product [CH3:1][CH:2]1[CH2:6][CH2:5][CH2:4][N:3]1[CH2:7][CH2:8][CH2:9][O:10][C:11]1[CH:16]=[CH:15][C:14]([C:17]2[S:18][C:19]3[CH2:24][CH:23]([NH:25][C:33](=[O:35])[CH3:34])[CH2:22][C:20]=3[N:21]=2)=[CH:13][CH:12]=1, predict the reactants needed to synthesize it. The reactants are: [CH3:1][CH:2]1[CH2:6][CH2:5][CH2:4][N:3]1[CH2:7][CH2:8][CH2:9][O:10][C:11]1[CH:16]=[CH:15][C:14]([C:17]2[S:18][C:19]3[CH2:24][CH:23]([NH2:25])[CH2:22][C:20]=3[N:21]=2)=[CH:13][CH:12]=1.C(N(CC)CC)C.[C:33](Cl)(=[O:35])[CH3:34]. (6) Given the product [CH3:13][O:12][CH2:11][CH:8]1[CH2:9][CH2:10][C:5]2([O:4][CH2:3][CH2:2][O:1]2)[CH2:6][CH2:7]1, predict the reactants needed to synthesize it. The reactants are: [O:1]1[C:5]2([CH2:10][CH2:9][CH:8]([CH2:11][OH:12])[CH2:7][CH2:6]2)[O:4][CH2:3][CH2:2]1.[CH3:13]I.[H-].[Na+].